Dataset: Full USPTO retrosynthesis dataset with 1.9M reactions from patents (1976-2016). Task: Predict the reactants needed to synthesize the given product. Given the product [Cl:1][C:2]1[CH:7]=[C:6]([CH2:8][N:37]2[C:36]([O:43][C:44]3[CH:45]=[C:46]([CH:49]=[C:50]([CH3:52])[CH:51]=3)[C:47]#[N:48])=[C:35]([CH:32]([CH3:33])[CH3:34])[C:40](=[O:41])[NH:39][C:38]2=[O:42])[CH:5]=[C:4]([NH:10][CH2:11][C:12]2[CH:17]=[CH:16][C:15]([O:18][CH3:19])=[CH:14][CH:13]=2)[N:3]=1, predict the reactants needed to synthesize it. The reactants are: [Cl:1][C:2]1[CH:7]=[C:6]([CH2:8]O)[CH:5]=[C:4]([NH:10][CH2:11][C:12]2[CH:17]=[CH:16][C:15]([O:18][CH3:19])=[CH:14][CH:13]=2)[N:3]=1.C(N(CC)CC)C.CS(Cl)(=O)=O.[CH:32]([C:35]1[C:40](=[O:41])[NH:39][C:38](=[O:42])[NH:37][C:36]=1[O:43][C:44]1[CH:45]=[C:46]([CH:49]=[C:50]([CH3:52])[CH:51]=1)[C:47]#[N:48])([CH3:34])[CH3:33].C(=O)([O-])[O-].[K+].[K+].[I-].[Li+].